From a dataset of Catalyst prediction with 721,799 reactions and 888 catalyst types from USPTO. Predict which catalyst facilitates the given reaction. (1) Reactant: [CH3:1][C:2]1[N:7]=[CH:6][C:5]([O:8][C:9]2[CH:10]=[C:11]([CH:14]=[C:15]([N+:17]([O-])=O)[CH:16]=2)[C:12]#[N:13])=[CH:4][CH:3]=1.O.C([O-])([O-])=O.[Na+].[Na+]. Product: [NH2:17][C:15]1[CH:14]=[C:11]([CH:10]=[C:9]([O:8][C:5]2[CH:6]=[N:7][C:2]([CH3:1])=[CH:3][CH:4]=2)[CH:16]=1)[C:12]#[N:13]. The catalyst class is: 180. (2) Product: [CH:1]([C:4]1[CH:9]=[CH:8][C:7]([CH3:10])=[CH:6][C:5]=1[N:11]1[C:43](=[O:45])[CH2:44][S:13]/[C:12]/1=[N:14]\[C:15]([NH:17][CH2:18][CH2:19][CH2:20][C:21]1[CH:26]=[CH:25][C:24]([C:27]2[N:31]=[CH:30][N:29]([C:32]3[CH:37]=[CH:36][C:35]([O:38][C:39]([F:41])([F:42])[F:40])=[CH:34][CH:33]=3)[N:28]=2)=[CH:23][CH:22]=1)=[O:16])([CH3:3])[CH3:2]. The catalyst class is: 4. Reactant: [CH:1]([C:4]1[CH:9]=[CH:8][C:7]([CH3:10])=[CH:6][C:5]=1[NH:11][C:12]([NH:14][C:15]([NH:17][CH2:18][CH2:19][CH2:20][C:21]1[CH:26]=[CH:25][C:24]([C:27]2[N:31]=[CH:30][N:29]([C:32]3[CH:37]=[CH:36][C:35]([O:38][C:39]([F:42])([F:41])[F:40])=[CH:34][CH:33]=3)[N:28]=2)=[CH:23][CH:22]=1)=[O:16])=[S:13])([CH3:3])[CH3:2].[C:43]([O-])(=[O:45])[CH3:44].[Na+].C(O)C.BrCC(OC)=O. (3) Reactant: [CH2:1]([C:3]1[CH:8]=[CH:7][CH:6]=[CH:5][C:4]=1[O:9][CH3:10])[CH3:2].[C:11]1(=[O:17])[O:16][C:14](=[O:15])[CH2:13][CH2:12]1.[Cl-].[Al+3].[Cl-].[Cl-].Cl. Product: [CH2:1]([C:3]1[CH:8]=[C:7]([C:11](=[O:17])[CH2:12][CH2:13][C:14]([OH:16])=[O:15])[CH:6]=[CH:5][C:4]=1[O:9][CH3:10])[CH3:2]. The catalyst class is: 4. (4) Reactant: [Cl:1][C:2]1[CH:27]=[C:26]([F:28])[C:25]([F:29])=[CH:24][C:3]=1[C:4]([NH:6][C:7]1[NH:11][N:10]=[C:9]([C:12]([O:14]N2C3C=CC=CC=3N=N2)=O)[CH:8]=1)=[O:5].[NH2:30][CH2:31][C:32]1[CH:33]=[N:34][C:35]([Cl:38])=[CH:36][CH:37]=1.O. Product: [Cl:38][C:35]1[N:34]=[CH:33][C:32]([CH2:31][NH:30][C:12]([C:9]2[CH:8]=[C:7]([NH:6][C:4](=[O:5])[C:3]3[CH:24]=[C:25]([F:29])[C:26]([F:28])=[CH:27][C:2]=3[Cl:1])[NH:11][N:10]=2)=[O:14])=[CH:37][CH:36]=1. The catalyst class is: 9. (5) Reactant: [CH3:1][C:2]1[NH:3][C:4]2[C:9]([C:10]=1[C:11]([OH:13])=O)=[CH:8][CH:7]=[CH:6][CH:5]=2.C(Cl)CCl.C1C=CC2N(O)N=NC=2C=1.CCN(CC)CC.[CH2:35]([C:42]1([OH:48])[CH2:47][CH2:46][NH:45][CH2:44][CH2:43]1)[C:36]1[CH:41]=[CH:40][CH:39]=[CH:38][CH:37]=1. Product: [CH2:35]([C:42]1([OH:48])[CH2:47][CH2:46][N:45]([C:11]([C:10]2[C:9]3[C:4](=[CH:5][CH:6]=[CH:7][CH:8]=3)[NH:3][C:2]=2[CH3:1])=[O:13])[CH2:44][CH2:43]1)[C:36]1[CH:37]=[CH:38][CH:39]=[CH:40][CH:41]=1. The catalyst class is: 2. (6) Reactant: [C:1]1([C:7]2[NH:8][CH:9]=[CH:10][N:11]=2)[CH:6]=[CH:5][CH:4]=[CH:3][CH:2]=1.[H-].[Na+].Br[CH2:15][CH2:16][CH2:17][C:18]#[N:19]. Product: [C:1]1([C:7]2[N:11]([CH2:15][CH2:16][CH2:17][C:18]#[N:19])[CH:10]=[CH:9][N:8]=2)[CH:2]=[CH:3][CH:4]=[CH:5][CH:6]=1. The catalyst class is: 3. (7) The catalyst class is: 10. Product: [CH3:22][CH:23]1[CH2:27][CH2:26][CH2:25][N:24]1[CH2:2][CH2:3][CH2:4][O:5][C:6]1[CH:11]=[CH:10][C:9]([C:12]2[S:13][C:14]3[CH2:20][CH2:19][NH:18][CH2:17][CH2:16][C:15]=3[N:21]=2)=[CH:8][CH:7]=1. Reactant: Cl[CH2:2][CH2:3][CH2:4][O:5][C:6]1[CH:11]=[CH:10][C:9]([C:12]2[S:13][C:14]3[CH2:20][CH2:19][NH:18][CH2:17][CH2:16][C:15]=3[N:21]=2)=[CH:8][CH:7]=1.[CH3:22][CH:23]1[CH2:27][CH2:26][CH2:25][NH:24]1.C(OCC)(=O)C. (8) Reactant: N12CCCN=C1CCCCC2.[Cl-].[Li+].COP([CH:20]([O:25][Si:26]([C:29]([CH3:32])([CH3:31])[CH3:30])([CH3:28])[CH3:27])[C:21]([O:23][CH3:24])=[O:22])(OC)=O.[F:33][C:34]([F:76])([F:75])[C:35]1[CH:36]=[C:37]([C@H:45]([N:47]([CH3:74])[C:48]([N:50]2[CH2:55][CH2:54][C@:53]([NH:59][S:60]([C:62]([CH3:65])([CH3:64])[CH3:63])=[O:61])([CH2:56][CH:57]=O)[CH2:52][C@@H:51]2[C:66]2[CH:71]=[CH:70][C:69]([F:72])=[CH:68][C:67]=2[CH3:73])=[O:49])[CH3:46])[CH:38]=[C:39]([C:41]([F:44])([F:43])[F:42])[CH:40]=1.C([O-])(O)=O.[Na+]. Product: [F:76][C:34]([F:33])([F:75])[C:35]1[CH:36]=[C:37]([C@H:45]([N:47]([CH3:74])[C:48]([N:50]2[CH2:55][CH2:54][C@@:53]([CH2:56][CH:57]=[C:20]([O:25][Si:26]([C:29]([CH3:30])([CH3:31])[CH3:32])([CH3:27])[CH3:28])[C:21]([O:23][CH3:24])=[O:22])([NH:59][S:60]([C:62]([CH3:65])([CH3:64])[CH3:63])=[O:61])[CH2:52][C@@H:51]2[C:66]2[CH:71]=[CH:70][C:69]([F:72])=[CH:68][C:67]=2[CH3:73])=[O:49])[CH3:46])[CH:38]=[C:39]([C:41]([F:42])([F:43])[F:44])[CH:40]=1. The catalyst class is: 290. (9) Reactant: [Cl:1][C:2]1[CH:10]=[CH:9][C:5]([C:6](Cl)=[O:7])=[CH:4][CH:3]=1.[CH3:11][NH2:12]. Product: [Cl:1][C:2]1[CH:10]=[CH:9][C:5]([C:6]([NH:12][CH3:11])=[O:7])=[CH:4][CH:3]=1. The catalyst class is: 429.